This data is from Forward reaction prediction with 1.9M reactions from USPTO patents (1976-2016). The task is: Predict the product of the given reaction. (1) Given the reactants [CH3:1][N:2]1[CH:6]=[C:5]([CH3:7])[CH:4]=[N:3]1.C([Li])CCC.C(O[B:17]1[O:21][C:20]([CH3:23])([CH3:22])[C:19]([CH3:25])([CH3:24])[O:18]1)(C)C, predict the reaction product. The product is: [CH3:1][N:2]1[C:6]([B:17]2[O:21][C:20]([CH3:23])([CH3:22])[C:19]([CH3:25])([CH3:24])[O:18]2)=[C:5]([CH3:7])[CH:4]=[N:3]1. (2) Given the reactants [C:1]([C:4]1[C:5]([NH:20][C:21]2[CH:26]=[CH:25][C:24]([CH:27]3[CH2:32][CH2:31][N:30](C(OC(C)(C)C)=O)[CH2:29][CH2:28]3)=[C:23]([O:40][CH3:41])[CH:22]=2)=[N:6][C:7]([NH:12][C@H:13]2[CH2:18][CH2:17][C@H:16]([OH:19])[CH2:15][CH2:14]2)=[C:8]([CH2:10][CH3:11])[N:9]=1)(=[O:3])[NH2:2].Cl, predict the reaction product. The product is: [CH2:10]([C:8]1[N:9]=[C:4]([C:1]([NH2:2])=[O:3])[C:5]([NH:20][C:21]2[CH:26]=[CH:25][C:24]([CH:27]3[CH2:28][CH2:29][NH:30][CH2:31][CH2:32]3)=[C:23]([O:40][CH3:41])[CH:22]=2)=[N:6][C:7]=1[NH:12][C@H:13]1[CH2:14][CH2:15][C@H:16]([OH:19])[CH2:17][CH2:18]1)[CH3:11].